From a dataset of Full USPTO retrosynthesis dataset with 1.9M reactions from patents (1976-2016). Predict the reactants needed to synthesize the given product. (1) The reactants are: [NH:1]1[CH:8]=[CH:7][C:5](=[O:6])[NH:4][C:2]1=[O:3].C([O-])([O-])=O.[Cs+].[Cs+].S(O[CH2:26][CH2:27][CH2:28][CH2:29][CH2:30][CH2:31][NH:32][C:33]([C:46]1[CH:51]=[CH:50][CH:49]=[CH:48][CH:47]=1)([C:40]1[CH:45]=[CH:44][CH:43]=[CH:42][CH:41]=1)[C:34]1[CH:39]=[CH:38][CH:37]=[CH:36][CH:35]=1)(C1C=CC(C)=CC=1)(=O)=O.O. Given the product [C:33]([NH:32][CH2:31][CH2:30][CH2:29][CH2:28][CH2:27][CH2:26][N:1]1[CH:8]=[CH:7][C:5](=[O:6])[NH:4][C:2]1=[O:3])([C:40]1[CH:41]=[CH:42][CH:43]=[CH:44][CH:45]=1)([C:46]1[CH:51]=[CH:50][CH:49]=[CH:48][CH:47]=1)[C:34]1[CH:35]=[CH:36][CH:37]=[CH:38][CH:39]=1, predict the reactants needed to synthesize it. (2) The reactants are: [Br:1][C:2]1[CH:7]=[C:6]([CH3:8])[C:5]([OH:9])=[C:4]([CH3:10])[CH:3]=1.N1C=CN=C1.[C:16]([Si:20]([CH3:23])([CH3:22])Cl)([CH3:19])([CH3:18])[CH3:17]. Given the product [Br:1][C:2]1[CH:7]=[C:6]([CH3:8])[C:5]([O:9][Si:20]([C:16]([CH3:19])([CH3:18])[CH3:17])([CH3:23])[CH3:22])=[C:4]([CH3:10])[CH:3]=1, predict the reactants needed to synthesize it. (3) Given the product [Cl:9][C:10]1[C:11]([CH2:18][S:19][C:20]2[N:21]=[C:30]([OH:31])[CH:29]=[C:28]([CH3:32])[N:25]=2)=[C:12]([C:13](=[NH:14])[N:3]([CH2:4][CH3:5])[CH2:1][CH3:2])[CH:15]=[CH:16][CH:17]=1, predict the reactants needed to synthesize it. The reactants are: [CH2:1]([NH:3][CH2:4][CH3:5])[CH3:2].C[Mg+].[Br-].[Cl:9][C:10]1[C:11]([CH2:18][S:19][C:20]2[N:25]=C(O)C=C(C)[N:21]=2)=[C:12]([CH:15]=[CH:16][CH:17]=1)[C:13]#[N:14].[CH2:28]1[CH2:32][O:31][CH2:30][CH2:29]1. (4) Given the product [N:14]1[CH2:13][CH2:12][CH2:11][N:7]2[C:8]3[CH:9]=[CH:10][C:2]([NH2:1])=[CH:3][C:4]=3[C:5]3([O:20][CH2:19][CH2:18][CH2:17][O:16]3)[C:6]=12, predict the reactants needed to synthesize it. The reactants are: [NH2:1][C:2]1[CH:3]=[C:4]2[C:8](=[CH:9][CH:10]=1)[N:7]([CH2:11][CH2:12][CH2:13][NH2:14])[C:6](=O)[C:5]12[O:20][CH2:19][CH2:18][CH2:17][O:16]1.N.C1COCC1. (5) Given the product [OH:22][CH2:21][CH2:20][CH2:19][CH2:18][CH2:17][CH2:16][CH:14]1[O:13][C:2]2=[N:3][C:4]3[CH:10]=[C:9]([C:11]#[N:12])[CH:8]=[CH:7][C:5]=3[N:6]2[CH2:15]1.[OH:22][CH2:21][CH2:20][CH2:19][CH2:18][CH2:17][CH2:16][CH:14]1[O:13][C:2]2=[N:6][C:5]3[CH:7]=[CH:8][C:9]([C:11]#[N:12])=[CH:10][C:4]=3[N:3]2[CH2:15]1, predict the reactants needed to synthesize it. The reactants are: Cl[C:2]1[NH:6][C:5]2[CH:7]=[CH:8][C:9]([C:11]#[N:12])=[CH:10][C:4]=2[N:3]=1.[O:13]1[CH2:15][CH:14]1[CH2:16][CH2:17][CH2:18][CH2:19][CH2:20][CH2:21][OH:22].O. (6) Given the product [CH:18]1[C:19]2[N:20]([C:2]3[CH:7]=[CH:6][C:5]([NH2:8])=[CH:4][CH:3]=3)[C:21]3[C:13](=[CH:12][CH:11]=[CH:10][CH:9]=3)[C:14]=2[CH:15]=[CH:16][CH:17]=1, predict the reactants needed to synthesize it. The reactants are: I[C:2]1[CH:7]=[CH:6][C:5]([NH2:8])=[CH:4][CH:3]=1.[CH:9]1[C:21]2[NH:20][C:19]3[C:14](=[CH:15][CH:16]=[CH:17][CH:18]=3)[C:13]=2[CH:12]=[CH:11][CH:10]=1. (7) Given the product [NH2:8][CH2:9][C:10]([N:25]1[CH2:24][CH2:23][N:22]([C:26]2[CH:31]=[CH:30][C:29]([O:32][CH3:33])=[C:28]([O:34][CH:35]3[CH2:38][CH2:37][CH2:36]3)[CH:27]=2)[CH2:21][C@@H:20]1[CH2:13][C:14]1[CH:15]=[CH:16][CH:17]=[CH:18][CH:19]=1)=[O:11], predict the reactants needed to synthesize it. The reactants are: C(OC([NH:8][CH2:9][C:10](O)=[O:11])=O)(C)(C)C.[CH2:13]([C@@H:20]1[NH:25][CH2:24][CH2:23][N:22]([C:26]2[CH:31]=[CH:30][C:29]([O:32][CH3:33])=[C:28]([O:34][CH:35]3[CH2:38][CH2:37][CH2:36]3)[CH:27]=2)[CH2:21]1)[C:14]1[CH:19]=[CH:18][CH:17]=[CH:16][CH:15]=1. (8) Given the product [OH:30][C:9]1[C:10]([CH:12]([C:24]2[CH:29]=[CH:28][CH:27]=[CH:26][CH:25]=2)[NH:13][C:14](=[O:23])[CH2:15][O:16][C:17]2[CH:22]=[CH:21][CH:20]=[CH:19][CH:18]=2)=[CH:11][C:2]([N:1]2[CH:33]=[CH:37][CH:36]=[CH:35]2)=[C:3]2[C:8]=1[N:7]=[CH:6][CH:5]=[CH:4]2, predict the reactants needed to synthesize it. The reactants are: [NH2:1][C:2]1[CH:11]=[C:10]([CH:12]([C:24]2[CH:29]=[CH:28][CH:27]=[CH:26][CH:25]=2)[NH:13][C:14](=[O:23])[CH2:15][O:16][C:17]2[CH:22]=[CH:21][CH:20]=[CH:19][CH:18]=2)[C:9]([OH:30])=[C:8]2[C:3]=1[CH:4]=[CH:5][CH:6]=[N:7]2.CO[CH:33]1[CH2:37][CH:36]=[C:35](OC)O1.